From a dataset of Experimentally validated miRNA-target interactions with 360,000+ pairs, plus equal number of negative samples. Binary Classification. Given a miRNA mature sequence and a target amino acid sequence, predict their likelihood of interaction. (1) The miRNA is hsa-miR-4508 with sequence GCGGGGCUGGGCGCGCG. The protein sequence of the target gene is MEIPMGTQGCFSKSLLLSASILVLWMLQGSQAALYIQKIPEQPQKNQDLLLSVQGVPDTFQDFNWYLGEETYGGTRLFTYIPGIQRPQRDGSAMGQRDIVGFPNGSMLLRRAQPTDSGTYQVAITINSEWTMKAKTEVQVAEKNKELPSTHLPTNAGILAATIIGSLAAGALLISCIAYLLVTRNWRGQSHRLPAPRGQGSLSILCSAVSPVPSVTPSTWMATTEKPELGPAHDAGDNNIYEVMPSPVLLVSPISDTRSINPARPLPTPPHLQAEPENHQYQQDLLNPDPAPYCQLVPTS.... Result: 0 (no interaction). (2) The miRNA is mmu-miR-190a-5p with sequence UGAUAUGUUUGAUAUAUUAGGU. The protein sequence of the target gene is MQFVSTRPQPQQLGIQGLGLDSGSWSWAQALPPEEVCHQEPALRGEMAEGMPPMQAQEWDMDARRPMPFQFPPFPDRAPVFPDRMMREPQLPTAEISLWTVVAAIQAVERKVDAQASQLLNLEGRTGTAEKKLADCEKTAVEFGNHMESKWAVLGTLLQEYGLLQRRLENLENLLRNRNFWVLRLPPGSKGEAPKVPVTFVDIAVYFSEDEWKNLDEWQKELYNNLVKENYKTLMSLDAEGSVPKPDAPVQAEPREEPCVWEQRHPEEREIPMDPEAGAEPLVPAQDASSQVKREDTLCV.... Result: 0 (no interaction). (3) The miRNA is hsa-miR-2114-3p with sequence CGAGCCUCAAGCAAGGGACUU. The protein sequence of the target gene is MPAESGKRFKPSKYVPVSAAAIFLVGATTLFFAFTCPGLSLNVSPAVPIYNAIMFLFVLANFSMATFMDPGIFPRAEEDEDKEDDFRAPLYKTVEIKGIQVRMKWCATCRFYRPPRCSHCSVCDNCVEEFDHHCPWVNNCIGRRNYRYFFLFLLSLTAHIMGVFGFGLLYVLYHIEELSGVRTAVTMAVMCVAGLFFIPVAGLTGFHVVLVARGRTTNEQVTGKFRGGVNPFTNGCCNNVSRVLCSSPAPRYLGRPKKEKTIVIRPPFLRPEVSDGQITVKIMDNGIQGELRRTKSKGSL.... Result: 0 (no interaction). (4) The protein sequence of the target gene is MSWSFLTRLLEEIHNHSTFVGKIWLTVLIVFRIVLTAVGGESIYYDEQSKFVCNTEQPGCENVCYDAFAPLSHVRFWVFQIILVATPSVMYLGYAIHKIAKMEHGEADKKAARSKPYAMRWKQHRALEETEEDNEEDPMMYPEMELESDKENKEQSQPKPKHDGRRRIREDGLMKIYVLQLLARTVFEVGFLIGQYFLYGFQVHPFYVCSRLPCPHKIDCFISRPTEKTIFLLIMYGVTGLCLLLNIWEMLHLGFGTIRDSLNSKRRELEDPGAYNYPFTWNTPSAPPGYNIAVKPDQIQ.... The miRNA is hsa-miR-4714-3p with sequence CCAACCUAGGUGGUCAGAGUUG. Result: 1 (interaction). (5) The miRNA is hsa-miR-6894-5p with sequence AGGAGGAUGGAGAGCUGGGCCAGA. The protein sequence of the target gene is MSPHLTALLGLVLCLAQTIHTQEGALPRPSISAEPGTVISPGSHVTFMCRGPVGVQTFRLEREDRAKYKDSYNVFRLGPSESEARFHIDSVSEGNAGLYRCLYYKPPGWSEHSDFLELLVKESSGGPDSPDTEPGSSAGTVPGTEASGFDAP. Result: 0 (no interaction). (6) The protein sequence of the target gene is MSNPRKRSIPMRDSNTGLEQLLAEDSFDESDFSEIDDSDNFSDSALEADKIRPLSHLESDGKSSTSSDSGRSMKWSARAMIPRQRYDFTGTPGRKVDVSDITDPLQYFELFFTEELVSKITRETNAQAALLASKPPGPKGFSRMDKWKDTDNDELKVFFAVMLLQGIVQKPELEMFWSTRPLLDTPYLRQIMTGERFLLLFRCLHFVNNSSISAGQSKAQISLQKIKPVFDFLVNKFSTVYTPNRNIAVDESLMLFKGPLAMKQYLPTKRVRFGLKLYVLCESQSGYVWNALVHTGPGMN.... The miRNA is hsa-miR-4495 with sequence AAUGUAAACAGGCUUUUUGCU. Result: 1 (interaction). (7) The miRNA is hsa-miR-6830-3p with sequence UGUCUUUCUUCUCUCCCUUGCAG. The protein sequence of the target gene is MRALRDRAGLLLCVLLLAALLEAALGLPVKKPRLRGPRPGSLTRLAEVSASPDPRPLKEEEEAPLLPRTHLQAEPHQHGCWTVTEPAAMTPGNATPPRTPEVTPLRLELQKLPGLANTTLSTPNPDTQASASPDPRPLREEEEARLLPRTHLQAELHQHGCWTVTEPAALTPGNATPPRTQEVTPLLLELQKLPELVHATLSTPNPDNQVTIKVVEDPQAEVSIDLLAEPSNPPPQDTLSWLPALWSFLWGDYKGEEKDRAPGEKGEEKEEDEDYPSEDIEGEDQEDKEEDEEEQALWFN.... Result: 0 (no interaction).